From a dataset of Full USPTO retrosynthesis dataset with 1.9M reactions from patents (1976-2016). Predict the reactants needed to synthesize the given product. (1) Given the product [NH2:19][CH:1]([C:4]1[CH:9]=[CH:8][C:7]([C:10]([CH3:14])([CH3:13])[C:11]#[N:12])=[C:6]([CH3:15])[CH:5]=1)[CH3:2], predict the reactants needed to synthesize it. The reactants are: [C:1]([C:4]1[CH:9]=[CH:8][C:7]([C:10]([CH3:14])([CH3:13])[C:11]#[N:12])=[C:6]([CH3:15])[CH:5]=1)(=O)[CH3:2].[BH4-].[Na+].O.[NH3:19]. (2) The reactants are: [NH2:1][C:2]1[C:11]([N+:12]([O-])=O)=[CH:10][C:9]([Br:15])=[C:8]([O:16][CH3:17])[C:3]=1[C:4]([O:6][CH3:7])=[O:5].O.O.[Sn](Cl)Cl.[OH-].[Na+].O.[C:26]1([C:32]([CH:34]=O)=O)[CH:31]=[CH:30][CH:29]=[CH:28][CH:27]=1. Given the product [Br:15][C:9]1[C:8]([O:16][CH3:17])=[C:3]([C:4]([O:6][CH3:7])=[O:5])[C:2]2[N:1]=[C:32]([C:26]3[CH:31]=[CH:30][CH:29]=[CH:28][CH:27]=3)[CH:34]=[N:12][C:11]=2[CH:10]=1, predict the reactants needed to synthesize it. (3) The reactants are: [Br:1][C:2]1[CH:7]=[C:6]([Cl:8])[N:5]=[C:4]([OH:9])[CH:3]=1.[C:10](=O)([O-])[O-].[K+].[K+].IC. Given the product [Br:1][C:2]1[CH:7]=[C:6]([Cl:8])[N:5]([CH3:10])[C:4](=[O:9])[CH:3]=1, predict the reactants needed to synthesize it.